From a dataset of Reaction yield outcomes from USPTO patents with 853,638 reactions. Predict the reaction yield, written as a fraction of the theoretical maximum amount of product (1.0 means a 100% yield; for example, 0.34 means a 34% yield). (1) The reactants are [CH2:1]([O:5][CH:6]([C:8]1[CH:9]=[CH:10][C:11]([N:14]2[CH:18]=[CH:17][C:16]([CH:19]([C:21]3[CH:38]=[CH:37][C:24]4[N:25]([CH2:29][O:30][CH2:31][CH2:32][Si:33]([CH3:36])([CH3:35])[CH3:34])[C:26](=[O:28])[S:27][C:23]=4[CH:22]=3)[CH3:20])=[N:15]2)=[N:12][CH:13]=1)[CH3:7])[C:2]([CH3:4])=[O:3].FC1C=CC(C2CCC(COC3CCCCO3)O2)=CN=1.[BH4-].[Li+]. The catalyst is O1CCCC1. The product is [OH:3][CH:2]([CH3:4])[CH2:1][O:5][CH:6]([C:8]1[CH:9]=[CH:10][C:11]([N:14]2[CH:18]=[CH:17][C:16]([CH:19]([C:21]3[CH:38]=[CH:37][C:24]4[N:25]([CH2:29][O:30][CH2:31][CH2:32][Si:33]([CH3:34])([CH3:36])[CH3:35])[C:26](=[O:28])[S:27][C:23]=4[CH:22]=3)[CH3:20])=[N:15]2)=[N:12][CH:13]=1)[CH3:7]. The yield is 0.920. (2) The reactants are [F:1][C:2]1[CH:3]=[C:4]([C:20]2[C:21]([C:26]#[N:27])=[CH:22][CH:23]=[CH:24][CH:25]=2)[CH:5]=[CH:6][C:7]=1[CH2:8][N:9]1[C:14](=[O:15])[CH:13]=[C:12]([CH3:16])[N:11]=[C:10]1[CH2:17][CH2:18][CH3:19].C([O-])(=O)C.[Na+].[Br:33]Br. The catalyst is C(O)(=O)C.C1(C)C=CC=CC=1. The product is [Br:33][C:13]1[C:14](=[O:15])[N:9]([CH2:8][C:7]2[CH:6]=[CH:5][C:4]([C:20]3[C:21]([C:26]#[N:27])=[CH:22][CH:23]=[CH:24][CH:25]=3)=[CH:3][C:2]=2[F:1])[C:10]([CH2:17][CH2:18][CH3:19])=[N:11][C:12]=1[CH3:16]. The yield is 0.380. (3) The reactants are [NH2:1][C:2]1[CH:7]=[CH:6][C:5]([CH2:8][CH:9]([C:28]2[CH:33]=[CH:32][C:31]([C:34]([CH3:37])([CH3:36])[CH3:35])=[CH:30][CH:29]=2)[C:10]([NH:12][C:13]2[CH:18]=[CH:17][CH:16]=[CH:15][C:14]=2C2OC3=CC=CC3=CC=2)=[O:11])=[CH:4][CH:3]=1.[C:38]1(=[O:44])[O:43][C:41](=[O:42])[CH2:40][CH2:39]1.O1[CH2:50][CH2:49][O:48][CH2:47][CH2:46]1. The catalyst is C(OCC)C.C1(C)C=CC=CC=1. The product is [O:48]1[C:49]2=[CH:50][CH:4]=[CH:3][C:2]2=[CH:7][CH:46]=[C:47]1[N:12]([C:13]1[CH:14]=[CH:15][CH:16]=[CH:17][CH:18]=1)[C:10]([CH:9]([C:28]1[CH:33]=[CH:32][C:31]([C:34]([CH3:37])([CH3:36])[CH3:35])=[CH:30][CH:29]=1)[CH2:8][C:5]1[CH:4]=[CH:3][C:2]([NH:1][C:41](=[O:42])[CH2:40][CH2:39][C:38]([OH:43])=[O:44])=[CH:7][CH:6]=1)=[O:11]. The yield is 0.0500. (4) The reactants are [O:1]=[C:2]1[C:10]2([CH2:15][CH2:14][CH2:13][CH2:12][CH2:11]2)[C:9]2[C:4](=[CH:5][CH:6]=[C:7]([C:16]3[CH:17]=[C:18]([CH:21]=[C:22]([F:24])[CH:23]=3)[C:19]#[N:20])[CH:8]=2)[NH:3]1.[CH2:25]([O:27][CH:28](OCC)[O:29][CH2:30][CH3:31])[CH3:26]. No catalyst specified. The product is [CH2:25]([O:27][CH:28]([O:29][CH2:30][CH3:31])[N:3]1[C:4]2[C:9](=[CH:8][C:7]([C:16]3[CH:17]=[C:18]([CH:21]=[C:22]([F:24])[CH:23]=3)[C:19]#[N:20])=[CH:6][CH:5]=2)[C:10]2([CH2:11][CH2:12][CH2:13][CH2:14][CH2:15]2)[C:2]1=[O:1])[CH3:26]. The yield is 0.560. (5) The reactants are [N:1]([C@@H:4]([C@H:46]1[CH2:50][CH2:49][O:48][CH2:47]1)[C:5]([NH:7][C@@H:8]([CH2:39][C:40]1[CH:45]=[CH:44][CH:43]=[CH:42][CH:41]=1)[C@@H:9]([OH:38])[CH2:10][C@@H:11]([NH:25][C:26](=[O:37])[C@H:27]([C:33]([CH3:36])([CH3:35])[CH3:34])[NH:28][C:29]([O:31][CH3:32])=[O:30])[CH2:12][C:13]1[CH:18]=[CH:17][C:16]([C:19]2[CH:24]=[CH:23][CH:22]=[CH:21][N:20]=2)=[CH:15][CH:14]=1)=[O:6])=[N+]=[N-].N1C=CC=CC=1.Cl[C:58]([O:60][CH3:61])=[O:59]. The catalyst is CO.C(OCC)(=O)C.[Pd]. The product is [CH2:39]([C@@H:8]([C@@H:9]([OH:38])[CH2:10][C@H:11]([CH2:12][C:13]1[CH:18]=[CH:17][C:16]([C:19]2[CH:24]=[CH:23][CH:22]=[CH:21][N:20]=2)=[CH:15][CH:14]=1)[NH:25][C:26](=[O:37])[C@H:27]([C:33]([CH3:36])([CH3:35])[CH3:34])[NH:28][C:29](=[O:30])[O:31][CH3:32])[NH:7][C:5](=[O:6])[C@@H:4]([NH:1][C:58](=[O:59])[O:60][CH3:61])[C@H:46]1[CH2:50][CH2:49][O:48][CH2:47]1)[C:40]1[CH:45]=[CH:44][CH:43]=[CH:42][CH:41]=1. The yield is 0.430. (6) The reactants are Cl.[NH2:2][CH:3]1[CH2:11][C:10]2[C:5](=[CH:6][CH:7]=[CH:8][CH:9]=2)[CH2:4]1.C(N(CC)C(C)C)(C)C.[Cl:21][CH2:22][CH2:23][N:24]=[C:25]=[O:26]. The catalyst is C(#N)C. The product is [Cl:21][CH2:22][CH2:23][NH:24][C:25]([NH:2][CH:3]1[CH2:11][C:10]2[C:5](=[CH:6][CH:7]=[CH:8][CH:9]=2)[CH2:4]1)=[O:26]. The yield is 0.470. (7) The reactants are F[C:2]1[CH:7]=[C:6]([F:8])[CH:5]=[CH:4][C:3]=1[C:9](=O)[CH2:10][CH3:11].C([O-])(=O)C.[Na+].S(O)(=O)(=O)C.[CH:23]1([NH:29][NH2:30])[CH2:28][CH2:27][CH2:26][CH2:25][CH2:24]1.Cl. The catalyst is C1(C)C=CC=CC=1. The product is [CH:23]1([N:29]2[C:2]3[C:3](=[CH:4][CH:5]=[C:6]([F:8])[CH:7]=3)[C:9]([CH2:10][CH3:11])=[N:30]2)[CH2:28][CH2:27][CH2:26][CH2:25][CH2:24]1. The yield is 0.980. (8) The reactants are [CH3:1][O:2][C:3](=[O:15])[C:4]1[CH:9]=[C:8]([O:10][CH:11]([CH3:13])[CH3:12])[CH:7]=[C:6]([OH:14])[CH:5]=1.C([O-])([O-])=O.[K+].[K+].F[C:23]1[CH:28]=[CH:27][C:26]([N+:29]([O-:31])=[O:30])=[CH:25][CH:24]=1. The catalyst is CC(C)=O. The product is [CH3:1][O:2][C:3](=[O:15])[C:4]1[CH:5]=[C:6]([O:14][C:23]2[CH:28]=[CH:27][C:26]([N+:29]([O-:31])=[O:30])=[CH:25][CH:24]=2)[CH:7]=[C:8]([O:10][CH:11]([CH3:12])[CH3:13])[CH:9]=1. The yield is 0.440.